This data is from Full USPTO retrosynthesis dataset with 1.9M reactions from patents (1976-2016). The task is: Predict the reactants needed to synthesize the given product. (1) The reactants are: Cl[C:2]1[C:3]([NH2:9])=[N:4][CH:5]=[N:6][C:7]=1Cl.[O:10]([C:17]1[CH:22]=[CH:21][C:20](B(O)O)=[CH:19][CH:18]=1)[C:11]1[CH:16]=[CH:15][CH:14]=[CH:13][CH:12]=1.[NH2:26][CH2:27][C:28]1([F:41])[CH2:33][CH2:32][N:31]([C:34]([O:36]C(C)(C)C)=O)[CH2:30][CH2:29]1.Cl.[CH3:43][N:44]([CH3:51])[CH2:45]/[CH:46]=[CH:47]/C(O)=O. Given the product [NH2:9][C:3]1[N:4]=[CH:5][N:6]=[C:7]([NH:26][CH2:27][C:28]2([F:41])[CH2:29][CH2:30][N:31]([C:34](=[O:36])/[CH:47]=[CH:46]/[CH2:45][N:44]([CH3:51])[CH3:43])[CH2:32][CH2:33]2)[C:2]=1[C:20]1[CH:21]=[CH:22][C:17]([O:10][C:11]2[CH:16]=[CH:15][CH:14]=[CH:13][CH:12]=2)=[CH:18][CH:19]=1, predict the reactants needed to synthesize it. (2) Given the product [Br:1][CH:12]1[CH2:11][CH2:10][CH2:9][C:8]2[CH:3]=[CH:4][CH:5]=[CH:6][C:7]=2[C:13]1=[O:14], predict the reactants needed to synthesize it. The reactants are: [Br:1]Br.[CH:3]1[C:8]2[CH2:9][CH2:10][CH2:11][CH2:12][C:13](=[O:14])[C:7]=2[CH:6]=[CH:5][CH:4]=1. (3) Given the product [Cl:13][C:7]1[N:6]=[CH:5][C:4]2[C:9](=[C:10]([Cl:12])[CH:11]=[C:2]([C:18]3[CH:17]=[C:16]([O:15][CH3:14])[CH:21]=[C:20]([O:22][CH3:23])[CH:19]=3)[CH:3]=2)[N:8]=1, predict the reactants needed to synthesize it. The reactants are: Br[C:2]1[CH:3]=[C:4]2[C:9](=[C:10]([Cl:12])[CH:11]=1)[N:8]=[C:7]([Cl:13])[N:6]=[CH:5]2.[CH3:14][O:15][C:16]1[CH:17]=[C:18](B(O)O)[CH:19]=[C:20]([O:22][CH3:23])[CH:21]=1.C(=O)([O-])[O-].[Cs+].[Cs+]. (4) Given the product [Cl:33]/[C:34](=[N:9]\[NH:8][C:4]1[CH:5]=[CH:6][CH:7]=[C:2]([CH3:1])[CH:3]=1)/[C:35]([O:37][CH2:38][CH3:39])=[O:36].[CH3:39][CH:38]1[CH2:40][CH2:34][CH2:35][O:37]1, predict the reactants needed to synthesize it. The reactants are: [CH3:1][C:2]1[CH:3]=[C:4]([N:8]2N=NC(C(=O)C)=[N:9]2)[CH:5]=[CH:6][CH:7]=1.NC1C=CC=C(C)C=1.N([O-])=O.[Na+].C([O-])(=O)C.[Na+].[Cl:33][CH:34]([C:40](C)=O)[C:35]([O:37][CH2:38][CH3:39])=[O:36]. (5) Given the product [ClH:26].[CH:1]([C:4]1[S:8][C:7]([NH:9][S:10]([C:13]2[CH:14]=[C:15]3[C:19](=[CH:20][CH:21]=2)[CH2:18][CH:17]([NH2:22])[CH2:16]3)(=[O:12])=[O:11])=[N:6][N:5]=1)([CH3:3])[CH3:2], predict the reactants needed to synthesize it. The reactants are: [CH:1]([C:4]1[S:8][C:7]([NH:9][S:10]([C:13]2[CH:14]=[C:15]3[C:19](=[CH:20][CH:21]=2)[CH2:18][CH:17]([NH:22]C(=O)C)[CH2:16]3)(=[O:12])=[O:11])=[N:6][N:5]=1)([CH3:3])[CH3:2].[ClH:26].